Dataset: Full USPTO retrosynthesis dataset with 1.9M reactions from patents (1976-2016). Task: Predict the reactants needed to synthesize the given product. Given the product [Br:12][C:13]1[CH:18]=[N:17][C:16]([C:19]2[CH:24]=[CH:23][C:22]([CH2:25][C@H:26]([NH:30][C:31](=[O:42])[C:32]3[CH:33]=[CH:34][C:35]([C:38]([CH3:40])([CH3:39])[CH3:41])=[CH:36][CH:37]=3)[C:27]([NH:10][CH2:9][CH2:8][C:7]([O:6][C:2]([CH3:5])([CH3:4])[CH3:3])=[O:11])=[O:28])=[CH:21][CH:20]=2)=[N:15][CH:14]=1, predict the reactants needed to synthesize it. The reactants are: Cl.[C:2]([O:6][C:7](=[O:11])[CH2:8][CH2:9][NH2:10])([CH3:5])([CH3:4])[CH3:3].[Br:12][C:13]1[CH:14]=[N:15][C:16]([C:19]2[CH:24]=[CH:23][C:22]([CH2:25][C@H:26]([NH:30][C:31](=[O:42])[C:32]3[CH:37]=[CH:36][C:35]([C:38]([CH3:41])([CH3:40])[CH3:39])=[CH:34][CH:33]=3)[C:27](O)=[O:28])=[CH:21][CH:20]=2)=[N:17][CH:18]=1.CCN(C(C)C)C(C)C.CN(C(ON1N=NC2C=CC=NC1=2)=[N+](C)C)C.F[P-](F)(F)(F)(F)F.